Dataset: NCI-60 drug combinations with 297,098 pairs across 59 cell lines. Task: Regression. Given two drug SMILES strings and cell line genomic features, predict the synergy score measuring deviation from expected non-interaction effect. (1) Drug 1: CC12CCC3C(C1CCC2=O)CC(=C)C4=CC(=O)C=CC34C. Drug 2: CC(C)(C#N)C1=CC(=CC(=C1)CN2C=NC=N2)C(C)(C)C#N. Cell line: A498. Synergy scores: CSS=35.2, Synergy_ZIP=0.523, Synergy_Bliss=-2.17, Synergy_Loewe=-1.28, Synergy_HSA=-2.23. (2) Drug 1: CC1=C(C(CCC1)(C)C)C=CC(=CC=CC(=CC(=O)O)C)C. Drug 2: C1=NC(=NC(=O)N1C2C(C(C(O2)CO)O)O)N. Cell line: RPMI-8226. Synergy scores: CSS=65.0, Synergy_ZIP=1.05, Synergy_Bliss=1.26, Synergy_Loewe=-8.44, Synergy_HSA=3.39. (3) Drug 1: CCC1(CC2CC(C3=C(CCN(C2)C1)C4=CC=CC=C4N3)(C5=C(C=C6C(=C5)C78CCN9C7C(C=CC9)(C(C(C8N6C)(C(=O)OC)O)OC(=O)C)CC)OC)C(=O)OC)O.OS(=O)(=O)O. Drug 2: C1CNP(=O)(OC1)N(CCCl)CCCl. Cell line: ACHN. Synergy scores: CSS=-1.67, Synergy_ZIP=-0.154, Synergy_Bliss=-2.33, Synergy_Loewe=-5.06, Synergy_HSA=-3.52. (4) Drug 1: CC1=C2C(C(=O)C3(C(CC4C(C3C(C(C2(C)C)(CC1OC(=O)C(C(C5=CC=CC=C5)NC(=O)OC(C)(C)C)O)O)OC(=O)C6=CC=CC=C6)(CO4)OC(=O)C)OC)C)OC. Drug 2: CC12CCC3C(C1CCC2=O)CC(=C)C4=CC(=O)C=CC34C. Cell line: EKVX. Synergy scores: CSS=47.0, Synergy_ZIP=-2.86, Synergy_Bliss=-8.91, Synergy_Loewe=-10.0, Synergy_HSA=-5.39. (5) Drug 1: C1=NC2=C(N=C(N=C2N1C3C(C(C(O3)CO)O)O)F)N. Drug 2: CCCCCOC(=O)NC1=NC(=O)N(C=C1F)C2C(C(C(O2)C)O)O. Cell line: HT29. Synergy scores: CSS=-2.86, Synergy_ZIP=5.47, Synergy_Bliss=9.75, Synergy_Loewe=1.54, Synergy_HSA=1.51. (6) Drug 1: C1CC(=O)NC(=O)C1N2CC3=C(C2=O)C=CC=C3N. Drug 2: C1=CC(=CC=C1CCC2=CNC3=C2C(=O)NC(=N3)N)C(=O)NC(CCC(=O)O)C(=O)O. Cell line: MALME-3M. Synergy scores: CSS=11.5, Synergy_ZIP=-4.11, Synergy_Bliss=-2.72, Synergy_Loewe=-12.5, Synergy_HSA=-2.01.